This data is from Peptide-MHC class I binding affinity with 185,985 pairs from IEDB/IMGT. The task is: Regression. Given a peptide amino acid sequence and an MHC pseudo amino acid sequence, predict their binding affinity value. This is MHC class I binding data. (1) The peptide sequence is FPRYPLNVL. The MHC is HLA-A29:02 with pseudo-sequence HLA-A29:02. The binding affinity (normalized) is 0.0847. (2) The peptide sequence is KSFIFYCL. The MHC is H-2-Kb with pseudo-sequence H-2-Kb. The binding affinity (normalized) is 0.964. (3) The peptide sequence is YTYDRVDIY. The MHC is HLA-A33:01 with pseudo-sequence HLA-A33:01. The binding affinity (normalized) is 0.0289. (4) The peptide sequence is FVNYNFTLV. The MHC is Patr-A0301 with pseudo-sequence Patr-A0301. The binding affinity (normalized) is 0. (5) The binding affinity (normalized) is 0.325. The peptide sequence is CRAPRRQGCW. The MHC is Mamu-B03 with pseudo-sequence Mamu-B03. (6) The peptide sequence is FLRGRAYGL. The MHC is HLA-A02:01 with pseudo-sequence HLA-A02:01. The binding affinity (normalized) is 0.589. (7) The peptide sequence is MEAQFLYLY. The MHC is HLA-B44:03 with pseudo-sequence HLA-B44:03. The binding affinity (normalized) is 1.00. (8) The peptide sequence is AEMRAYHGF. The MHC is HLA-A02:01 with pseudo-sequence HLA-A02:01. The binding affinity (normalized) is 0.0847.